This data is from Full USPTO retrosynthesis dataset with 1.9M reactions from patents (1976-2016). The task is: Predict the reactants needed to synthesize the given product. (1) Given the product [CH2:1]([NH:3][C:4](=[O:5])[NH:6][C:7]1[N:12]=[CH:11][C:10]([C:13]2[CH:14]=[N:15][CH:16]=[C:17]([C:19]3[O:20][C:21](=[O:24])[N:22]([C:42]([N:41]([CH3:45])[CH3:40])=[O:43])[N:23]=3)[CH:18]=2)=[C:9]([C:25]2[S:26][CH:27]=[C:28]([C:30]([F:32])([F:33])[F:31])[N:29]=2)[CH:8]=1)[CH3:2], predict the reactants needed to synthesize it. The reactants are: [CH2:1]([NH:3][C:4]([NH:6][C:7]1[N:12]=[CH:11][C:10]([C:13]2[CH:14]=[N:15][CH:16]=[C:17]([C:19]3[O:20][C:21](=[O:24])[NH:22][N:23]=3)[CH:18]=2)=[C:9]([C:25]2[S:26][CH:27]=[C:28]([C:30]([F:33])([F:32])[F:31])[N:29]=2)[CH:8]=1)=[O:5])[CH3:2].CC(C)([O-])C.[K+].[CH3:40][N:41]([CH3:45])[C:42](Cl)=[O:43]. (2) Given the product [CH3:23][N:24]([CH3:25])[C:2]1[CH:3]=[CH:4][C:5]([N+:14]([O-:16])=[O:15])=[C:6]([N:8]2[CH2:13][CH2:12][CH2:11][CH2:10][CH2:9]2)[CH:7]=1, predict the reactants needed to synthesize it. The reactants are: F[C:2]1[CH:3]=[CH:4][C:5]([N+:14]([O-:16])=[O:15])=[C:6]([N:8]2[CH2:13][CH2:12][CH2:11][CH2:10][CH2:9]2)[CH:7]=1.[C-]#N.[Na+].CCO.[CH3:23][N:24](C=O)[CH3:25]. (3) Given the product [CH3:1][O:2][C:3]1[CH:8]=[CH:7][C:6]([C:9]2[N:14]3[N:15]=[C:16]([NH:18][C:29](=[O:30])[CH:26]([CH3:28])[CH3:27])[N:17]=[C:13]3[CH:12]=[CH:11][CH:10]=2)=[CH:5][CH:4]=1, predict the reactants needed to synthesize it. The reactants are: [CH3:1][O:2][C:3]1[CH:8]=[CH:7][C:6]([C:9]2[N:14]3[N:15]=[C:16]([NH2:18])[N:17]=[C:13]3[CH:12]=[CH:11][CH:10]=2)=[CH:5][CH:4]=1.C(N(CC)CC)C.[CH:26]([C:29](Cl)=[O:30])([CH3:28])[CH3:27]. (4) Given the product [CH3:42][O:29][CH2:28][CH2:27][O:26][CH2:25][CH2:24][O:23][CH2:22][CH2:21][O:20][CH2:19][CH2:18][O:17][CH2:16][CH2:15][O:14][CH2:13][CH2:12][O:11][CH2:10][CH2:9][O:8][CH2:7][CH2:6][O:5][CH2:4][CH2:3][O:2][CH2:1][C:34]([OH:36])=[O:35], predict the reactants needed to synthesize it. The reactants are: [CH3:1][O:2][CH2:3][CH2:4][O:5][CH2:6][CH2:7][O:8][CH2:9][CH2:10][O:11][CH2:12][CH2:13][O:14][CH2:15][CH2:16][O:17][CH2:18][CH2:19][O:20][CH2:21][CH2:22][O:23][CH2:24][CH2:25][O:26][CH2:27][CH2:28][OH:29].[H-].[Na+].BrC[C:34]([O:36]CC)=[O:35].[OH-].[Na+].O1CCC[CH2:42]1.